This data is from Forward reaction prediction with 1.9M reactions from USPTO patents (1976-2016). The task is: Predict the product of the given reaction. Given the reactants [CH:1]([C:4]1[S:5][CH:6]=[C:7]([CH2:9][N:10]2[CH2:15][CH2:14][N:13]([C:16](OC(C)(C)C)=O)[CH2:12][CH2:11]2)[N:8]=1)([CH3:3])[CH3:2].C(O)(C(F)(F)F)=O.[Br:30][C:31]1C(Cl)=[C:33]([N+:38]([O-:40])=[O:39])[C:34]([NH2:37])=[N:35][CH:36]=1, predict the reaction product. The product is: [Br:30][C:31]1[C:16]([N:13]2[CH2:12][CH2:11][N:10]([CH2:9][C:7]3[N:8]=[C:4]([CH:1]([CH3:2])[CH3:3])[S:5][CH:6]=3)[CH2:15][CH2:14]2)=[C:33]([N+:38]([O-:40])=[O:39])[C:34]([NH2:37])=[N:35][CH:36]=1.